This data is from Reaction yield outcomes from USPTO patents with 853,638 reactions. The task is: Predict the reaction yield, written as a fraction of the theoretical maximum amount of product (1.0 means a 100% yield; for example, 0.34 means a 34% yield). (1) The reactants are [C:1]([C:3]1[CH:8]=[CH:7][C:6]([N:9]([CH2:15][C:16]([F:19])([F:18])[F:17])[CH2:10][C:11](=[NH:14])[NH:12][OH:13])=[CH:5][C:4]=1[C:20]([F:23])([F:22])[F:21])#[N:2].[CH:24](OCC)(OCC)OCC. The catalyst is B(F)(F)F.CCOCC. The product is [O:13]1[CH:24]=[N:14][C:11]([CH2:10][N:9]([CH2:15][C:16]([F:17])([F:18])[F:19])[C:6]2[CH:7]=[CH:8][C:3]([C:1]#[N:2])=[C:4]([C:20]([F:22])([F:21])[F:23])[CH:5]=2)=[N:12]1. The yield is 0.420. (2) The product is [C:1]1([CH:7]([C:11]2[CH:16]=[CH:15][CH:14]=[CH:13][CH:12]=2)[C:8]([O:10][CH3:22])=[O:9])[CH:2]=[CH:3][CH:4]=[CH:5][CH:6]=1. The catalyst is CO. The reactants are [C:1]1([CH:7]([C:11]2[CH:16]=[CH:15][CH:14]=[CH:13][CH:12]=2)[C:8]([OH:10])=[O:9])[CH:6]=[CH:5][CH:4]=[CH:3][CH:2]=1.S(=O)(=O)(O)O.[C:22]([O-])(O)=O.[Na+]. The yield is 0.930. (3) The reactants are S(=O)(=O)(O)O.[NH:6]1[CH2:14][CH2:13][CH2:12][CH:8]([C:9]([NH2:11])=[O:10])[CH2:7]1.[CH3:15][C:16]1[CH:24]=[CH:23][C:19]([C:20](Cl)=[O:21])=[CH:18][CH:17]=1.[OH-].[Na+]. No catalyst specified. The product is [CH3:15][C:16]1[CH:24]=[CH:23][C:19]([C:20]([N:6]2[CH2:14][CH2:13][CH2:12][C@@H:8]([C:9]([NH2:11])=[O:10])[CH2:7]2)=[O:21])=[CH:18][CH:17]=1. The yield is 0.760.